This data is from Forward reaction prediction with 1.9M reactions from USPTO patents (1976-2016). The task is: Predict the product of the given reaction. (1) Given the reactants [CH3:1][C:2]1([CH3:14])[C:6]([CH3:8])([CH3:7])[O:5][B:4]([C:9]2[CH:10]=[N:11][NH:12][CH:13]=2)[O:3]1.[OH-].[K+].Br[CH2:18][CH2:19][O:20][CH3:21], predict the reaction product. The product is: [CH3:21][O:20][CH2:19][CH2:18][N:12]1[CH:13]=[C:9]([B:4]2[O:5][C:6]([CH3:7])([CH3:8])[C:2]([CH3:14])([CH3:1])[O:3]2)[CH:10]=[N:11]1. (2) Given the reactants COC1C=C(C=CC=1OC)C[NH:7][C:8]1[CH:17]=[C:16]([C:18]2[CH:23]=[CH:22][N:21]=[CH:20][CH:19]=2)[CH:15]=[C:14]2[C:9]=1[CH:10]=[CH:11][N:12]=[CH:13]2, predict the reaction product. The product is: [N:21]1[CH:22]=[CH:23][C:18]([C:16]2[CH:15]=[C:14]3[C:9]([CH:10]=[CH:11][N:12]=[CH:13]3)=[C:8]([NH2:7])[CH:17]=2)=[CH:19][CH:20]=1. (3) Given the reactants [F:1][C:2]([F:22])([F:21])[O:3][C:4]1[CH:9]=[CH:8][C:7]([N:10]2[C:17](=O)[CH:16]3[NH:19][CH:12]([CH2:13][CH2:14][CH2:15]3)[C:11]2=O)=[CH:6][CH:5]=1.S(C)C.FC(F)(F)C1C=CC(C2CCNCC=2)=CC=1.[OH-].[Na+], predict the reaction product. The product is: [F:22][C:2]([F:1])([F:21])[O:3][C:4]1[CH:9]=[CH:8][C:7]([N:10]2[CH2:17][CH:16]3[NH:19][CH:12]([CH2:13][CH2:14][CH2:15]3)[CH2:11]2)=[CH:6][CH:5]=1. (4) The product is: [NH2:25][C@H:20]1[CH2:21][CH2:22][CH2:23][CH2:24][C@H:19]1[NH:18][C:10]1[N:9]=[C:8]([C:6]2[CH:5]=[N:4][N:3]([CH2:1][CH3:2])[CH:7]=2)[C:13]2[C:14](=[O:17])[NH:15][CH2:16][C:12]=2[C:11]=1[F:34]. Given the reactants [CH2:1]([N:3]1[CH:7]=[C:6]([C:8]2[C:13]3[C:14](=[O:17])[NH:15][CH2:16][C:12]=3[CH:11]=[C:10]([NH:18][C@@H:19]3[CH2:24][CH2:23][CH2:22][CH2:21][C@@H:20]3[NH:25]C(=O)OC(C)(C)C)[N:9]=2)[CH:5]=[N:4]1)[CH3:2].[B-](F)(F)(F)[F:34].[B-](F)(F)(F)F.C1[N+]2(CCl)CC[N+](F)(CC2)C1, predict the reaction product. (5) The product is: [Cl:25][C:20]1[CH:19]=[C:18]([C:4]([CH3:17])([CH2:5][CH2:6][N:7]2[CH2:8][CH2:9][N:10]([S:13]([CH3:16])(=[O:15])=[O:14])[CH2:11][CH2:12]2)[C:3]([OH:26])=[O:2])[CH:23]=[CH:22][C:21]=1[Cl:24]. Given the reactants C[O:2][C:3](=[O:26])[C:4]([C:18]1[CH:23]=[CH:22][C:21]([Cl:24])=[C:20]([Cl:25])[CH:19]=1)([CH3:17])[CH2:5][CH2:6][N:7]1[CH2:12][CH2:11][N:10]([S:13]([CH3:16])(=[O:15])=[O:14])[CH2:9][CH2:8]1.O[Li].O.Cl, predict the reaction product.